Dataset: Forward reaction prediction with 1.9M reactions from USPTO patents (1976-2016). Task: Predict the product of the given reaction. Given the reactants [CH2:1]([C:5]1([CH2:36][CH2:37][CH2:38][CH3:39])[C:17]2[CH:16]=[C:15]([C:18]#[C:19][C:20]3[S:24][C:23]([CH:25]=[O:26])=[CH:22][CH:21]=3)[CH:14]=[CH:13][C:12]=2[C:11]2[C:6]1=[CH:7][C:8]([C:27]#[C:28][C:29]1[S:33][C:32]([CH:34]=O)=[CH:31][CH:30]=1)=[CH:9][CH:10]=2)[CH2:2][CH2:3][CH3:4].[I-].[CH2:41]([N:47]([CH2:74][CH2:75][CH2:76][CH2:77][CH2:78][CH3:79])[C:48]1[CH:53]=[CH:52][C:51]([CH2:54][P+](C2C=CC=CC=2)(C2C=CC=CC=2)C2C=CC=CC=2)=[CH:50][CH:49]=1)[CH2:42][CH2:43][CH2:44][CH2:45][CH3:46].C(O[K])(C)(C)C, predict the reaction product. The product is: [CH2:74]([N:47]([CH2:41][CH2:42][CH2:43][CH2:44][CH2:45][CH3:46])[C:48]1[CH:49]=[CH:50][C:51](/[CH:54]=[CH:34]/[C:32]2[S:33][C:29]([C:28]#[C:27][C:8]3[CH:7]=[C:6]4[C:11]([C:12]5[CH:13]=[CH:14][C:15]([C:18]#[C:19][C:20]6[S:24][C:23]([CH:25]=[O:26])=[CH:22][CH:21]=6)=[CH:16][C:17]=5[C:5]4([CH2:36][CH2:37][CH2:38][CH3:39])[CH2:1][CH2:2][CH2:3][CH3:4])=[CH:10][CH:9]=3)=[CH:30][CH:31]=2)=[CH:52][CH:53]=1)[CH2:75][CH2:76][CH2:77][CH2:78][CH3:79].